From a dataset of Peptide-MHC class II binding affinity with 134,281 pairs from IEDB. Regression. Given a peptide amino acid sequence and an MHC pseudo amino acid sequence, predict their binding affinity value. This is MHC class II binding data. (1) The peptide sequence is YCALSPGLLATNNVF. The MHC is DRB1_0101 with pseudo-sequence DRB1_0101. The binding affinity (normalized) is 0.728. (2) The peptide sequence is DTPYLDITYGFVMQRLPL. The binding affinity (normalized) is 0.318. The MHC is H-2-IAs with pseudo-sequence H-2-IAs. (3) The peptide sequence is PCVFIKRVSNVIIHG. The MHC is DRB3_0202 with pseudo-sequence DRB3_0202. The binding affinity (normalized) is 0.363. (4) The peptide sequence is LVIPENAKEKPQEGT. The MHC is DRB1_1501 with pseudo-sequence DRB1_1501. The binding affinity (normalized) is 0. (5) The peptide sequence is EVVDYLGIPASARPV. The binding affinity (normalized) is 0.372. The MHC is HLA-DQA10102-DQB10602 with pseudo-sequence HLA-DQA10102-DQB10602. (6) The peptide sequence is LVKYEGDTMAEVELR. The MHC is DRB3_0101 with pseudo-sequence DRB3_0101. The binding affinity (normalized) is 0.581. (7) The peptide sequence is GRGSGSSFEIKSTKPEASSG. The MHC is DRB1_0101 with pseudo-sequence DRB1_0101. The binding affinity (normalized) is 0.512. (8) The peptide sequence is QIYFESYVRPFVATT. The MHC is H-2-IAb with pseudo-sequence H-2-IAb. The binding affinity (normalized) is 0.183. (9) The peptide sequence is GNTPIFKSGRGCGSC. The MHC is HLA-DQA10501-DQB10201 with pseudo-sequence HLA-DQA10501-DQB10201. The binding affinity (normalized) is 0.0668.